From a dataset of Forward reaction prediction with 1.9M reactions from USPTO patents (1976-2016). Predict the product of the given reaction. Given the reactants [CH3:1][C:2]1[CH2:7][CH2:6][CH2:5][C:4]([CH3:9])([CH3:8])[C:3]=1[CH:10]=[O:11].[BH4-].[Na+].CC(C)=O.O, predict the reaction product. The product is: [CH3:1][C:2]1[CH2:7][CH2:6][CH2:5][C:4]([CH3:8])([CH3:9])[C:3]=1[CH2:10][OH:11].